This data is from Forward reaction prediction with 1.9M reactions from USPTO patents (1976-2016). The task is: Predict the product of the given reaction. (1) Given the reactants [C:1]([C:5]1[O:9][N:8]=[C:7]([NH:10][C:11]([NH:13][C:14]2[CH:19]=[CH:18][CH:17]=[C:16]([SH:20])[CH:15]=2)=[O:12])[CH:6]=1)([CH3:4])([CH3:3])[CH3:2].[C:21](=[O:24])([O-])[O-].[Cs+].[Cs+].C(C1ON=[C:33]([NH:36][C:37]([NH:39][C:40]2[CH:45]=[CH:44][C:43](Cl)=[C:42](O)[CH:41]=2)=O)C=1)(C)(C)C.C1C[O:51][CH2:50][CH2:49]1, predict the reaction product. The product is: [C:1]([C:5]1[O:9][N:8]=[C:7]([NH:10][C:11]([NH:13][C:14]2[CH:19]=[CH:18][CH:17]=[C:16]([S:20][C:33]3[C:41]4[C:40](=[CH:45][C:44]([O:24][CH3:21])=[C:43]([O:51][CH2:50][CH3:49])[CH:42]=4)[N:39]=[CH:37][N:36]=3)[CH:15]=2)=[O:12])[CH:6]=1)([CH3:4])([CH3:2])[CH3:3]. (2) Given the reactants [Cl:1][C:2]1[CH:3]=[C:4]([CH2:24][OH:25])[CH:5]=[C:6]([Cl:23])[C:7]=1[N:8]([CH2:16][C:17]1[CH:22]=[CH:21][CH:20]=[CH:19][CH:18]=1)[CH2:9][C:10]1[CH:15]=[CH:14][CH:13]=[CH:12][CH:11]=1, predict the reaction product. The product is: [Cl:1][C:2]1[CH:3]=[C:4]([CH:5]=[C:6]([Cl:23])[C:7]=1[N:8]([CH2:9][C:10]1[CH:15]=[CH:14][CH:13]=[CH:12][CH:11]=1)[CH2:16][C:17]1[CH:22]=[CH:21][CH:20]=[CH:19][CH:18]=1)[CH:24]=[O:25]. (3) Given the reactants [Cl:1][C:2]1[CH:3]=[CH:4][C:5]([N:8]2[CH2:14][C@@H:13]([CH3:15])[C:12]3=[N:16][N:17]=[C:18]([CH3:19])[N:11]3[C:10]3[CH:20]=[CH:21][C:22](B4OC(C)(C)C(C)(C)O4)=[CH:23][C:9]2=3)=[N:6][CH:7]=1.Br[C:34]1[N:35]=[CH:36][C:37]([NH2:40])=[N:38][CH:39]=1.C([O-])([O-])=O.[Cs+].[Cs+], predict the reaction product. The product is: [Cl:1][C:2]1[CH:3]=[CH:4][C:5]([N:8]2[CH2:14][C@@H:13]([CH3:15])[C:12]3=[N:16][N:17]=[C:18]([CH3:19])[N:11]3[C:10]3[CH:20]=[CH:21][C:22]([C:34]4[N:35]=[CH:36][C:37]([NH2:40])=[N:38][CH:39]=4)=[CH:23][C:9]2=3)=[N:6][CH:7]=1. (4) Given the reactants II.[CH3:3][O:4][C:5](=[O:15])[CH2:6][C:7]1[CH:12]=[CH:11][C:10]([CH2:13]Br)=[CH:9][CH:8]=1.Cl[C:17]1[C:18]2[CH2:31][CH2:30][CH2:29][C:19]=2[N:20]=[C:21]([C:23]2[S:24][C:25]([Cl:28])=[CH:26][CH:27]=2)[N:22]=1.Cl, predict the reaction product. The product is: [CH3:3][O:4][C:5](=[O:15])[CH2:6][C:7]1[CH:12]=[CH:11][C:10]([CH2:13][C:17]2[C:18]3[CH2:31][CH2:30][CH2:29][C:19]=3[N:20]=[C:21]([C:23]3[S:24][C:25]([Cl:28])=[CH:26][CH:27]=3)[N:22]=2)=[CH:9][CH:8]=1.